From a dataset of Acute oral toxicity (LD50) regression data from Zhu et al.. Regression/Classification. Given a drug SMILES string, predict its toxicity properties. Task type varies by dataset: regression for continuous values (e.g., LD50, hERG inhibition percentage) or binary classification for toxic/non-toxic outcomes (e.g., AMES mutagenicity, cardiotoxicity, hepatotoxicity). Dataset: ld50_zhu. (1) The drug is O=COCC=Cc1ccccc1. The rat oral LD50 is 1.75, given as -log10 of the dose in mol/kg body weight (higher means more acutely toxic). (2) The rat oral LD50 is 4.30, given as -log10 of the dose in mol/kg body weight (higher means more acutely toxic). The molecule is Cc1cc([N+](=O)[O-])cc([N+](=O)[O-])c1O. (3) The compound is CCCCC(CC)COC(C)=O. The rat oral LD50 is 1.76, given as -log10 of the dose in mol/kg body weight (higher means more acutely toxic). (4) The rat oral LD50 is 0.731, given as -log10 of the dose in mol/kg body weight (higher means more acutely toxic). The drug is CS(C)=O. (5) The rat oral LD50 is 2.14, given as -log10 of the dose in mol/kg body weight (higher means more acutely toxic). The compound is CCCCCCCc1cc(C)c(O)c(C)c1. (6) The compound is C=CN1CCCC1=O. The rat oral LD50 is 1.88, given as -log10 of the dose in mol/kg body weight (higher means more acutely toxic). (7) The compound is OCC(O)CO. The rat oral LD50 is 0.864, given as -log10 of the dose in mol/kg body weight (higher means more acutely toxic). (8) The drug is Cc1ccccc1-n1c(C)nc2ccc(N)cc2c1=O. The rat oral LD50 is 3.65, given as -log10 of the dose in mol/kg body weight (higher means more acutely toxic).